This data is from Full USPTO retrosynthesis dataset with 1.9M reactions from patents (1976-2016). The task is: Predict the reactants needed to synthesize the given product. Given the product [F:1][C:2]1[CH:3]=[C:4]([CH:14]([NH:16][C:17]([C:19]2[N:20]=[C:21]([O:34][C:31]3[CH:32]=[CH:33][C:28]([CH:25]([CH3:27])[CH3:26])=[CH:29][CH:30]=3)[O:22][CH:23]=2)=[O:18])[CH3:15])[CH:5]=[C:6]([F:13])[C:7]=1[NH:8][S:9]([CH3:12])(=[O:11])=[O:10], predict the reactants needed to synthesize it. The reactants are: [F:1][C:2]1[CH:3]=[C:4]([CH:14]([NH:16][C:17]([C:19]2[N:20]=[C:21](Cl)[O:22][CH:23]=2)=[O:18])[CH3:15])[CH:5]=[C:6]([F:13])[C:7]=1[NH:8][S:9]([CH3:12])(=[O:11])=[O:10].[CH:25]([C:28]1[CH:33]=[CH:32][C:31]([OH:34])=[CH:30][CH:29]=1)([CH3:27])[CH3:26].